Dataset: Catalyst prediction with 721,799 reactions and 888 catalyst types from USPTO. Task: Predict which catalyst facilitates the given reaction. (1) Reactant: [Br:1][C:2]1[CH:3]=[C:4]([NH:8][C:9]2[C:10]3[C:17]4[CH2:18][CH2:19][CH:20]([C:22](O)=[O:23])[CH2:21][C:16]=4[S:15][C:11]=3[N:12]=[CH:13][N:14]=2)[CH:5]=[CH:6][CH:7]=1.[CH2:25]([NH2:28])[CH:26]=[CH2:27]. Product: [CH2:25]([NH:28][C:22]([CH:20]1[CH2:19][CH2:18][C:17]2[C:10]3[C:9]([NH:8][C:4]4[CH:5]=[CH:6][CH:7]=[C:2]([Br:1])[CH:3]=4)=[N:14][CH:13]=[N:12][C:11]=3[S:15][C:16]=2[CH2:21]1)=[O:23])[CH:26]=[CH2:27]. The catalyst class is: 1. (2) Reactant: [C:1]([O:5][C:6]([NH:8][C@H:9]([CH2:20][OH:21])[CH2:10][CH2:11][NH:12][C:13](=[O:19])[O:14][C:15]([CH3:18])([CH3:17])[CH3:16])=[O:7])([CH3:4])([CH3:3])[CH3:2].[CH3:22][S:23](Cl)(=[O:25])=[O:24].C(N(CC)CC)C. Product: [CH3:22][S:23]([O:21][CH2:20][C@@H:9]([NH:8][C:6]([O:5][C:1]([CH3:3])([CH3:4])[CH3:2])=[O:7])[CH2:10][CH2:11][NH:12][C:13]([O:14][C:15]([CH3:18])([CH3:17])[CH3:16])=[O:19])(=[O:25])=[O:24]. The catalyst class is: 4. (3) Reactant: [CH3:1][O:2][C:3]1[CH:4]=[CH:5][C:6]([N+:12]([O-])=O)=[C:7]([CH:11]=1)[C:8]([OH:10])=[O:9]. Product: [NH2:12][C:6]1[CH:5]=[CH:4][C:3]([O:2][CH3:1])=[CH:11][C:7]=1[C:8]([OH:10])=[O:9]. The catalyst class is: 123. (4) The catalyst class is: 4. Product: [CH3:12][S:13]([CH2:14][CH2:15][NH:16][C:17](=[O:45])[C:18]1[CH:23]=[CH:22][CH:21]=[C:20]([C:24]2[C:32]3[O:31][C:30]([CH2:33][C:34]4[CH:39]=[CH:38][CH:37]=[C:36]([C:40]([F:42])([F:43])[F:41])[CH:35]=4)=[C:29]([CH3:44])[C:28]=3[CH:27]=[CH:26][CH:25]=2)[CH:19]=1)=[O:9]. Reactant: ClC1C=CC=C(C(OO)=[O:9])C=1.[CH3:12][S:13][CH2:14][CH2:15][NH:16][C:17](=[O:45])[C:18]1[CH:23]=[CH:22][CH:21]=[C:20]([C:24]2[C:32]3[O:31][C:30]([CH2:33][C:34]4[CH:39]=[CH:38][CH:37]=[C:36]([C:40]([F:43])([F:42])[F:41])[CH:35]=4)=[C:29]([CH3:44])[C:28]=3[CH:27]=[CH:26][CH:25]=2)[CH:19]=1.C(=O)(O)[O-].[Na+]. (5) Reactant: C[O:2][C:3](=[O:30])[C:4]1[CH:9]=[CH:8][CH:7]=[C:6]([CH2:10][N:11]2[CH2:16][CH2:15][CH:14]([C:17]3[C:25]4[C:20](=[N:21][CH:22]=[CH:23][CH:24]=4)[N:19]([CH2:26][CH2:27][O:28][CH3:29])[CH:18]=3)[CH2:13][CH2:12]2)[CH:5]=1.[OH-].[Na+]. Product: [CH3:29][O:28][CH2:27][CH2:26][N:19]1[C:20]2=[N:21][CH:22]=[CH:23][CH:24]=[C:25]2[C:17]([CH:14]2[CH2:15][CH2:16][N:11]([CH2:10][C:6]3[CH:5]=[C:4]([CH:9]=[CH:8][CH:7]=3)[C:3]([OH:30])=[O:2])[CH2:12][CH2:13]2)=[CH:18]1. The catalyst class is: 8. (6) Reactant: F[C:2]1[C:11]([N+:12]([O-:14])=[O:13])=[CH:10][C:5]([C:6]([O:8][CH3:9])=[O:7])=[C:4]([CH2:15][O:16][CH3:17])[CH:3]=1.[C:18]([NH2:22])([CH3:21])([CH3:20])[CH3:19]. Product: [C:18]([NH:22][C:2]1[C:11]([N+:12]([O-:14])=[O:13])=[CH:10][C:5]([C:6]([O:8][CH3:9])=[O:7])=[C:4]([CH2:15][O:16][CH3:17])[CH:3]=1)([CH3:21])([CH3:20])[CH3:19]. The catalyst class is: 17. (7) Reactant: Cl[C:2]1[C:11]2[C:6](=[CH:7][C:8]([O:12][CH3:13])=[CH:9][CH:10]=2)[CH:5]=[C:4]([NH:14][C:15]2[CH:19]=[CH:18][NH:17][N:16]=2)[N:3]=1. Product: [CH:8]([O:12][C:2]1[C:11]2[C:6](=[CH:7][C:8]([O:12][CH3:13])=[CH:9][CH:10]=2)[CH:5]=[C:4]([NH:14][C:15]2[CH:19]=[CH:18][NH:17][N:16]=2)[N:3]=1)([CH3:9])[CH3:7]. The catalyst class is: 41. (8) Reactant: [F:1][C:2]1[CH:15]=[CH:14][C:13]2[C:4](=[C:5](O)[N:6]=[C:7]3[C:12]=2[CH:11]=[CH:10][CH:9]=[CH:8]3)[CH:3]=1.P(Cl)(Cl)([Cl:19])=O. Product: [Cl:19][C:5]1[N:6]=[C:7]2[C:12](=[C:13]3[C:4]=1[CH:3]=[C:2]([F:1])[CH:15]=[CH:14]3)[CH:11]=[CH:10][CH:9]=[CH:8]2. The catalyst class is: 9. (9) Reactant: [CH3:1][O:2][C:3]1[CH:4]=[C:5]([CH2:11][NH2:12])[CH:6]=[C:7]([O:9][CH3:10])[CH:8]=1.[F:13][C:14]([F:26])([F:25])[C:15]([C:17]1[CH:22]=[CH:21][C:20]([F:23])=[CH:19][C:18]=1F)=[O:16].C(N(C(C)C)CC)(C)C. Product: [CH3:10][O:9][C:7]1[CH:6]=[C:5]([CH:4]=[C:3]([O:2][CH3:1])[CH:8]=1)[CH2:11][NH:12][C:18]1[CH:19]=[C:20]([F:23])[CH:21]=[CH:22][C:17]=1[C:15](=[O:16])[C:14]([F:25])([F:26])[F:13]. The catalyst class is: 10. (10) Reactant: C(N(CC)CC)C.[Cl:8][C:9]1[C:14]([C:15]([F:18])([F:17])[F:16])=[CH:13][N:12]=[C:11]2[NH:19][CH:20]=[C:21]([NH2:22])[C:10]=12.[C:23](O)(=[O:30])[C:24]1[CH:29]=[CH:28][CH:27]=[N:26][CH:25]=1.C1N(P(Cl)(N2C(=O)OCC2)=O)C(=O)OC1. Product: [Cl:8][C:9]1[C:14]([C:15]([F:18])([F:16])[F:17])=[CH:13][N:12]=[C:11]2[NH:19][CH:20]=[C:21]([NH:22][C:23](=[O:30])[C:24]3[CH:29]=[CH:28][CH:27]=[N:26][CH:25]=3)[C:10]=12. The catalyst class is: 34.